Dataset: Peptide-MHC class II binding affinity with 134,281 pairs from IEDB. Task: Regression. Given a peptide amino acid sequence and an MHC pseudo amino acid sequence, predict their binding affinity value. This is MHC class II binding data. (1) The peptide sequence is KYKTFEAAFTVSSKR. The MHC is DRB5_0101 with pseudo-sequence DRB5_0101. The binding affinity (normalized) is 0.645. (2) The peptide sequence is AVPLRLLGGLHRMVL. The MHC is HLA-DQA10101-DQB10501 with pseudo-sequence HLA-DQA10101-DQB10501. The binding affinity (normalized) is 0.288. (3) The binding affinity (normalized) is 0.649. The MHC is HLA-DQA10301-DQB10302 with pseudo-sequence HLA-DQA10301-DQB10302. The peptide sequence is GGGGESFGIVVAWQV. (4) The peptide sequence is QTYYLSMEYLQGRAL. The MHC is HLA-DPA10201-DPB11401 with pseudo-sequence HLA-DPA10201-DPB11401. The binding affinity (normalized) is 0. (5) The peptide sequence is REEVFDERAANFENH. The MHC is HLA-DQA10101-DQB10501 with pseudo-sequence HLA-DQA10101-DQB10501. The binding affinity (normalized) is 0.0230. (6) The peptide sequence is MKTGRRGSANGKTLG. The MHC is HLA-DQA10102-DQB10501 with pseudo-sequence HLA-DQA10102-DQB10501. The binding affinity (normalized) is 0.235. (7) The peptide sequence is AAATAGTTQYGAFAA. The MHC is HLA-DPA10103-DPB10401 with pseudo-sequence HLA-DPA10103-DPB10401. The binding affinity (normalized) is 0.